From a dataset of Forward reaction prediction with 1.9M reactions from USPTO patents (1976-2016). Predict the product of the given reaction. (1) Given the reactants [ClH:1].[N:2]12[CH2:9][C@H:6]([CH2:7][CH2:8]1)[CH2:5][C:4](=O)[CH2:3]2.Cl.[NH2:12]O.O.O.O.C([O-])(=O)C.[Na+].[Na], predict the reaction product. The product is: [ClH:1].[ClH:1].[N:2]12[CH2:9][C@H:6]([CH2:7][CH2:8]1)[CH2:5][C@@H:4]([NH2:12])[CH2:3]2. (2) The product is: [CH2:1]([O:8][C:9]1[CH:10]=[CH:11][C:12]([S:19]([C:22]2[CH:27]=[CH:26][CH:25]=[C:24]([C:32]3[CH:33]=[CH:34][N:29]=[CH:30][CH:31]=3)[CH:23]=2)(=[O:21])=[O:20])=[C:13]2[C:18]=1[N:17]=[CH:16][CH:15]=[CH:14]2)[C:2]1[CH:7]=[CH:6][CH:5]=[CH:4][CH:3]=1. Given the reactants [CH2:1]([O:8][C:9]1[CH:10]=[CH:11][C:12]([S:19]([C:22]2[CH:27]=[CH:26][CH:25]=[C:24](Br)[CH:23]=2)(=[O:21])=[O:20])=[C:13]2[C:18]=1[N:17]=[CH:16][CH:15]=[CH:14]2)[C:2]1[CH:7]=[CH:6][CH:5]=[CH:4][CH:3]=1.[N:29]1[CH:34]=[CH:33][C:32](B(O)O)=[CH:31][CH:30]=1.C(=O)([O-])[O-].[Na+].[Na+].C(Cl)Cl, predict the reaction product. (3) Given the reactants [O:1]=[C:2]1[C:10]2[C:5](=[C:6]([N+:11]([O-])=O)[CH:7]=[CH:8][CH:9]=2)[C:4](=O)[N:3]1[CH:15]1[CH2:20][CH2:19][C:18](=[O:21])[NH:17][C:16]1=[O:22].Cl, predict the reaction product. The product is: [CH:8]1[CH:9]=[C:10]2[C:2](=[O:1])[N:3]([CH:15]3[C:16](=[O:22])[NH:17][C:18](=[O:21])[CH2:19][CH2:20]3)[CH2:4][C:5]2=[C:6]([NH2:11])[CH:7]=1.